This data is from Forward reaction prediction with 1.9M reactions from USPTO patents (1976-2016). The task is: Predict the product of the given reaction. Given the reactants [N+:1]([C:4]1[CH:12]=[C:11]2[C:7]([CH:8]=[CH:9][NH:10]2)=[CH:6][CH:5]=1)([O-:3])=[O:2].[C:13]([O-])([O-])=O.[K+].[K+].O, predict the reaction product. The product is: [CH3:13][N:10]1[C:11]2[C:7](=[CH:6][CH:5]=[C:4]([N+:1]([O-:3])=[O:2])[CH:12]=2)[CH:8]=[CH:9]1.